The task is: Predict the reaction yield, written as a fraction of the theoretical maximum amount of product (1.0 means a 100% yield; for example, 0.34 means a 34% yield).. This data is from Reaction yield outcomes from USPTO patents with 853,638 reactions. (1) The reactants are [CH2:1]([O:8][C:9]([N:11]1[CH2:16][CH2:15][CH:14]([CH:17]=O)[CH2:13][CH2:12]1)=[O:10])[C:2]1[CH:7]=[CH:6][CH:5]=[CH:4][CH:3]=1.[F:19][C:20]1[CH:21]=[C:22]([CH:24]=[CH:25][CH:26]=1)[NH2:23].S([O-])([O-])(=O)=O.[Na+].[Na+].C(O[BH-](OC(=O)C)OC(=O)C)(=O)C.[Na+].[OH-].[Na+]. The catalyst is ClCCCl. The product is [CH2:1]([O:8][C:9]([N:11]1[CH2:16][CH2:15][CH:14]([CH2:17][NH:23][C:22]2[CH:24]=[CH:25][CH:26]=[C:20]([F:19])[CH:21]=2)[CH2:13][CH2:12]1)=[O:10])[C:2]1[CH:7]=[CH:6][CH:5]=[CH:4][CH:3]=1. The yield is 0.140. (2) The reactants are [Al+3].[Cl-].[Cl-].[Cl-].[CH2:5]([N:12]1[CH2:17][CH2:16][C:15]2([CH2:26][C:25](=O)[C:24]3[C:19](=[CH:20][CH:21]=[C:22]([Cl:28])[CH:23]=3)[O:18]2)[CH2:14][CH2:13]1)[C:6]1[CH:11]=[CH:10][CH:9]=[CH:8][CH:7]=1. The catalyst is ClCCl. The product is [CH2:5]([N:12]1[CH2:17][CH2:16][C:15]2([CH2:26][CH2:25][C:24]3[C:19](=[CH:20][CH:21]=[C:22]([Cl:28])[CH:23]=3)[O:18]2)[CH2:14][CH2:13]1)[C:6]1[CH:11]=[CH:10][CH:9]=[CH:8][CH:7]=1. The yield is 0.650. (3) The reactants are [Cl:1][C:2]1[N:10]=[C:9]2[C:5]([N:6]=[CH:7][NH:8]2)=[C:4]([Cl:11])[N:3]=1.C([O-])([O-])=O.[K+].[K+].Br[CH2:19][CH2:20][CH3:21].[Al]. The catalyst is CS(C)=O. The product is [Cl:1][C:2]1[N:10]=[C:9]2[C:5]([N:6]=[CH:7][N:8]2[CH2:19][CH2:20][CH3:21])=[C:4]([Cl:11])[N:3]=1. The yield is 0.780. (4) The reactants are [Cl:1][C:2]1[CH:3]=[C:4]([CH:16]=[CH:17][CH:18]=1)[C:5]([NH:7][C:8]1[C:9](Cl)=[N:10][CH:11]=[C:12]([Cl:14])[CH:13]=1)=[O:6].[CH2:19]([O:21][C:22](=[O:30])[CH2:23][N:24]1[CH2:29][CH2:28][NH:27][CH2:26][CH2:25]1)[CH3:20]. No catalyst specified. The product is [CH2:19]([O:21][C:22](=[O:30])[CH2:23][N:24]1[CH2:29][CH2:28][N:27]([C:9]2[C:8]([NH:7][C:5](=[O:6])[C:4]3[CH:16]=[CH:17][CH:18]=[C:2]([Cl:1])[CH:3]=3)=[CH:13][C:12]([Cl:14])=[CH:11][N:10]=2)[CH2:26][CH2:25]1)[CH3:20]. The yield is 0.826. (5) The reactants are [CH3:1][Mg]Br.[CH2:4]([C@:6]12[CH2:30][C:29](=[O:31])[C@@:28]([OH:36])([C:32]([F:35])([F:34])[F:33])[CH2:27][C@@H:7]1[CH2:8][CH2:9][CH2:10][C:11]1[C:12]2=[CH:13][C:14]2[CH:15]=[N:16][N:17]([C:20]3[CH:25]=[CH:24][C:23]([F:26])=[CH:22][CH:21]=3)[C:18]=2[CH:19]=1)[CH3:5].[CH2:37]([C@@:39]12[CH2:63][C:62](=[O:64])[C@:61]([OH:69])([C:65]([F:68])([F:67])[F:66])[CH2:60][C@H:40]1[CH2:41][CH2:42][CH2:43][C:44]1[C:45]2=[CH:46][C:47]2[CH:48]=[N:49][N:50]([C:53]3[CH:58]=[CH:57][C:56]([F:59])=[CH:55][CH:54]=3)[C:51]=2[CH:52]=1)[CH3:38]. The catalyst is C1COCC1. The product is [CH2:4]([C@:6]12[CH2:30][C@:29]([CH3:37])([OH:31])[C@:28]([C:32]([F:35])([F:33])[F:34])([OH:36])[CH2:27][C@@H:7]1[CH2:8][CH2:9][CH2:10][C:11]1[C:12]2=[CH:13][C:14]2[CH:15]=[N:16][N:17]([C:20]3[CH:21]=[CH:22][C:23]([F:26])=[CH:24][CH:25]=3)[C:18]=2[CH:19]=1)[CH3:5].[CH2:37]([C@@:39]12[CH2:63][C@@:62]([CH3:1])([OH:64])[C@@:61]([C:65]([F:68])([F:66])[F:67])([OH:69])[CH2:60][C@H:40]1[CH2:41][CH2:42][CH2:43][C:44]1[C:45]2=[CH:46][C:47]2[CH:48]=[N:49][N:50]([C:53]3[CH:54]=[CH:55][C:56]([F:59])=[CH:57][CH:58]=3)[C:51]=2[CH:52]=1)[CH3:38]. The yield is 1.00.